Dataset: Full USPTO retrosynthesis dataset with 1.9M reactions from patents (1976-2016). Task: Predict the reactants needed to synthesize the given product. (1) Given the product [CH2:37]([N:44]1[C:56]2[CH:55]=[CH:54][C:53]([CH:57]=[O:58])=[CH:52][C:51]=2[C:50]2[C:45]1=[CH:46][CH:47]=[C:48]([CH:59]=[O:60])[CH:49]=2)[CH2:38][CH2:39][CH2:40][CH2:41][CH2:42][CH2:43][CH2:11][CH2:12][CH2:13][CH2:14][CH2:15][CH3:16], predict the reactants needed to synthesize it. The reactants are: CN(C=O)C.O=P(Cl)(Cl)Cl.[CH2:11](N1C2C=CC=CC=2C2C1=CC=CC=2)[CH2:12][CH2:13][CH2:14][CH2:15][CH2:16][CH2:11][CH2:12][CH2:13][CH2:14][CH2:15][CH2:16]C.[CH2:37]([N:44]1[C:56]2[CH:55]=[CH:54][C:53]([CH:57]=[O:58])=[CH:52][C:51]=2[C:50]2[C:45]1=[CH:46][CH:47]=[C:48]([CH:59]=[O:60])[CH:49]=2)[CH2:38][CH2:39][CH2:40][CH2:41][CH2:42][CH3:43]. (2) Given the product [CH3:22][S:23]([O:12][CH:9]1[CH2:10][CH2:11][N:7]([CH2:6][C:5]2[CH:4]=[CH:3][C:2]([F:1])=[CH:14][CH:13]=2)[CH2:8]1)(=[O:25])=[O:24], predict the reactants needed to synthesize it. The reactants are: [F:1][C:2]1[CH:14]=[CH:13][C:5]([CH2:6][N:7]2[CH2:11][CH2:10][CH:9]([OH:12])[CH2:8]2)=[CH:4][CH:3]=1.C(N(CC)CC)C.[CH3:22][S:23](Cl)(=[O:25])=[O:24]. (3) Given the product [C:24]([NH:13][C:14]1[CH:15]=[CH:16][C:17]([C:20](=[CH:6][C:5]2[CH:4]=[C:3]([O:2][CH3:1])[CH:10]=[C:9]([O:11][CH3:12])[CH:8]=2)[C:21]([OH:23])=[O:22])=[CH:18][CH:19]=1)(=[O:26])[CH3:25], predict the reactants needed to synthesize it. The reactants are: [CH3:1][O:2][C:3]1[CH:4]=[C:5]([CH:8]=[C:9]([O:11][CH3:12])[CH:10]=1)[CH:6]=O.[NH2:13][C:14]1[CH:19]=[CH:18][C:17]([CH2:20][C:21]([OH:23])=[O:22])=[CH:16][CH:15]=1.[C:24](OC(=O)C)(=[O:26])[CH3:25].C(N(CC)CC)C.Cl. (4) Given the product [CH3:13][O:14][C:15]1[CH:20]=[CH:19][C:18]([S:21][C:2]2[CH:7]=[C:6]([CH3:8])[C:5]([C:9](=[O:11])[CH3:10])=[C:4]([CH3:12])[CH:3]=2)=[CH:17][CH:16]=1, predict the reactants needed to synthesize it. The reactants are: I[C:2]1[CH:7]=[C:6]([CH3:8])[C:5]([C:9](=[O:11])[CH3:10])=[C:4]([CH3:12])[CH:3]=1.[CH3:13][O:14][C:15]1[CH:20]=[CH:19][C:18]([SH:21])=[CH:17][CH:16]=1.[OH-].[K+]. (5) Given the product [Cl:11][C:12]1[C:17]2[O:18][CH2:19][C:20]([CH3:23])([CH3:22])[N:21]([CH3:25])[C:16]=2[CH:15]=[N:14][N:13]=1, predict the reactants needed to synthesize it. The reactants are: C[Si]([N-][Si](C)(C)C)(C)C.[Na+].[Cl:11][C:12]1[C:17]2[O:18][CH2:19][C:20]([CH3:23])([CH3:22])[NH:21][C:16]=2[CH:15]=[N:14][N:13]=1.I[CH3:25]. (6) Given the product [C:16]([NH:23][C:8]1([C:5]2[CH:6]=[CH:7][C:2]([Cl:1])=[CH:3][CH:4]=2)[CH2:11][CH:10]([C:12]([OH:14])=[O:13])[CH2:9]1)(=[O:25])[C:17]1[CH:22]=[CH:21][CH:20]=[CH:19][CH:18]=1, predict the reactants needed to synthesize it. The reactants are: [Cl:1][C:2]1[CH:7]=[CH:6][C:5]([C:8]2(O)[CH2:11][CH:10]([C:12]([OH:14])=[O:13])[CH2:9]2)=[CH:4][CH:3]=1.[C:16](#[N:23])[C:17]1[CH:22]=[CH:21][CH:20]=[CH:19][CH:18]=1.O.[O-:25]S(C(F)(F)F)(=O)=O.[Bi+3].[O-]S(C(F)(F)F)(=O)=O.[O-]S(C(F)(F)F)(=O)=O. (7) The reactants are: [C:1]1([OH:7])[CH:6]=[CH:5][CH:4]=[CH:3][CH:2]=1.[Na].Br[C:10]1[N:15]2[C:16]([NH:26][CH:27]3[CH2:32][CH2:31][CH2:30][CH2:29][CH2:28]3)=[C:17]([C:19]3[CH:24]=[CH:23][CH:22]=[CH:21][C:20]=3[Cl:25])[N:18]=[C:14]2[CH:13]=[CH:12][CH:11]=1.[O-]C1C=CC=CC=1.[Na+]. Given the product [Cl:25][C:20]1[CH:21]=[CH:22][CH:23]=[CH:24][C:19]=1[C:17]1[N:18]=[C:14]2[CH:13]=[CH:12][CH:11]=[C:10]([O:7][C:1]3[CH:6]=[CH:5][CH:4]=[CH:3][CH:2]=3)[N:15]2[C:16]=1[NH:26][CH:27]1[CH2:32][CH2:31][CH2:30][CH2:29][CH2:28]1, predict the reactants needed to synthesize it. (8) Given the product [N:17]1([CH:15]([NH:7][C:5](=[O:6])[C:4]2[CH:8]=[CH:9][CH:10]=[C:2]([I:1])[CH:3]=2)[C:12]([CH3:13])([CH3:14])[CH3:11])[C:21]2[CH:22]=[CH:23][CH:24]=[CH:25][C:20]=2[N:19]=[N:18]1, predict the reactants needed to synthesize it. The reactants are: [I:1][C:2]1[CH:3]=[C:4]([CH:8]=[CH:9][CH:10]=1)[C:5]([NH2:7])=[O:6].[CH3:11][C:12]([CH:15]=O)([CH3:14])[CH3:13].[NH:17]1[C:21]2[CH:22]=[CH:23][CH:24]=[CH:25][C:20]=2[N:19]=[N:18]1.C1(C)C=CC(S(O)(=O)=O)=CC=1. (9) Given the product [CH3:1][O:2][C:3](=[O:18])[CH2:4][NH:5][CH2:6][C:7]([NH2:10])([CH3:9])[CH3:8], predict the reactants needed to synthesize it. The reactants are: [CH3:1][O:2][C:3](=[O:18])[CH2:4][NH:5][CH2:6][C:7]([NH:10]C(OC(C)(C)C)=O)([CH3:9])[CH3:8].